This data is from Full USPTO retrosynthesis dataset with 1.9M reactions from patents (1976-2016). The task is: Predict the reactants needed to synthesize the given product. (1) Given the product [Cl:1][C:2]1[N:10]=[C:9]2[C:5]([N:6]=[CH:7][N:8]2[CH2:18][C:19]2[CH:24]=[CH:23][C:22]([F:25])=[CH:21][CH:20]=2)=[C:4]([N:11]2[CH2:12][CH2:13][O:14][CH2:15][CH2:16]2)[N:3]=1, predict the reactants needed to synthesize it. The reactants are: [Cl:1][C:2]1[N:10]=[C:9]2[C:5]([N:6]=[CH:7][NH:8]2)=[C:4]([N:11]2[CH2:16][CH2:15][O:14][CH2:13][CH2:12]2)[N:3]=1.Br[CH2:18][C:19]1[CH:24]=[CH:23][C:22]([F:25])=[CH:21][CH:20]=1. (2) Given the product [Cl:1][C:2]1[C:3]([CH2:31][N:32]2[CH2:33][CH2:34][N:35]([CH3:38])[CH2:36][CH2:37]2)=[C:4]([O:26][C:27]([F:30])([F:28])[F:29])[CH:5]=[C:6]2[C:11]=1[N:10]=[CH:9][N:8]([CH2:12][C:13]1[CH:18]=[C:17]([Cl:19])[CH:16]=[CH:15][C:14]=1[S:20]([CH2:23][CH3:24])(=[O:22])=[O:21])[C:7]2=[O:25], predict the reactants needed to synthesize it. The reactants are: [Cl:1][C:2]1[C:3]([CH2:31][N:32]2[CH2:37][CH2:36][NH:35][CH2:34][CH2:33]2)=[C:4]([O:26][C:27]([F:30])([F:29])[F:28])[CH:5]=[C:6]2[C:11]=1[N:10]=[CH:9][N:8]([CH2:12][C:13]1[CH:18]=[C:17]([Cl:19])[CH:16]=[CH:15][C:14]=1[S:20]([CH2:23][CH3:24])(=[O:22])=[O:21])[C:7]2=[O:25].[CH2:38]=O. (3) Given the product [CH3:1][C:2]1[N:3]=[C:4]([NH:11][C:12]([N:31]2[CH2:30][CH2:29][N:28]([C:24]3[CH:25]=[CH:26][CH:27]=[C:22]([Br:21])[CH:23]=3)[CH2:33][CH2:32]2)=[S:20])[C:5]([O:9][CH3:10])=[N:6][C:7]=1[CH3:8], predict the reactants needed to synthesize it. The reactants are: [CH3:1][C:2]1[N:3]=[C:4]([NH:11][C:12](=[S:20])OC2C=CC=CC=2)[C:5]([O:9][CH3:10])=[N:6][C:7]=1[CH3:8].[Br:21][C:22]1[CH:23]=[C:24]([N:28]2[CH2:33][CH2:32][NH:31][CH2:30][CH2:29]2)[CH:25]=[CH:26][CH:27]=1.